Dataset: Forward reaction prediction with 1.9M reactions from USPTO patents (1976-2016). Task: Predict the product of the given reaction. (1) The product is: [C:23]1([C:19](=[CH:13][C:18]2[CH:29]=[CH:14][CH:15]=[CH:16][CH:17]=2)[CH:20]=[C:9]2[S:8][C:7]([N:1]3[CH2:2][CH2:3][O:4][CH2:5][CH2:6]3)=[N:11][C:10]2=[O:12])[CH:24]=[CH:25][CH:26]=[CH:27][CH:28]=1. Given the reactants [N:1]1([C:7]2[S:8][CH2:9][C:10](=[O:12])[N:11]=2)[CH2:6][CH2:5][O:4][CH2:3][CH2:2]1.[C:13]1([C:19]([C:23]2[CH:28]=[CH:27][CH:26]=[CH:25][CH:24]=2)=[CH:20]C=O)[CH:18]=[CH:17][CH:16]=[CH:15][CH:14]=1.[CH2:29](N(CC)CC)C, predict the reaction product. (2) Given the reactants [OH:1][CH2:2][CH2:3][CH2:4][C:5]1[CH:6]=[C:7]([CH:15]=[CH:16][CH:17]=1)[O:8]/[CH:9]=[CH:10]/[C:11]([O:13][CH3:14])=[O:12], predict the reaction product. The product is: [OH:1][CH2:2][CH2:3][CH2:4][C:5]1[CH:6]=[C:7]([CH:15]=[CH:16][CH:17]=1)[O:8][CH2:9][CH2:10][C:11]([O:13][CH3:14])=[O:12]. (3) Given the reactants [OH:1][C@@H:2]1[C@@H:6]([CH:7]=[CH2:8])[CH2:5][N:4]([C:9]([O:11][CH2:12][C:13]2[CH:18]=[CH:17][CH:16]=[CH:15][CH:14]=2)=[O:10])[CH2:3]1.N1C=CN=C1.[C:24]([Si:28](Cl)([C:35]1[CH:40]=[CH:39][CH:38]=[CH:37][CH:36]=1)[C:29]1[CH:34]=[CH:33][CH:32]=[CH:31][CH:30]=1)([CH3:27])([CH3:26])[CH3:25], predict the reaction product. The product is: [Si:28]([O:1][C@@H:2]1[C@@H:6]([CH:7]=[CH2:8])[CH2:5][N:4]([C:9]([O:11][CH2:12][C:13]2[CH:14]=[CH:15][CH:16]=[CH:17][CH:18]=2)=[O:10])[CH2:3]1)([C:24]([CH3:27])([CH3:26])[CH3:25])([C:35]1[CH:36]=[CH:37][CH:38]=[CH:39][CH:40]=1)[C:29]1[CH:34]=[CH:33][CH:32]=[CH:31][CH:30]=1. (4) Given the reactants [CH3:1][O:2][C:3]1[CH:4]=[C:5]([N:9]2[C:13](=[O:14])[CH:12]=[C:11]([CH3:15])[NH:10]2)[CH:6]=[CH:7][CH:8]=1.[F:16][C:17]([F:25])([F:24])[C:18](=[O:23])[C:19]([O:21][CH3:22])=[O:20], predict the reaction product. The product is: [CH3:22][O:21][C:19](=[O:20])[C:18]([OH:23])([C:17]([F:25])([F:24])[F:16])[C:12]1[C:13](=[O:14])[N:9]([C:5]2[CH:6]=[CH:7][CH:8]=[C:3]([O:2][CH3:1])[CH:4]=2)[NH:10][C:11]=1[CH3:15].